This data is from Full USPTO retrosynthesis dataset with 1.9M reactions from patents (1976-2016). The task is: Predict the reactants needed to synthesize the given product. (1) Given the product [O:26]1[CH2:27][CH2:28][N:23]([C:20]2[CH:21]=[CH:22][C:17]([NH:16][C:12]3[N:11]=[C:10]([S:9][C:5]4[CH:4]=[C:3]([CH:8]=[CH:7][CH:6]=4)[CH2:2][N:35]4[CH:36]=[C:32]([CH2:31][C:29]#[N:30])[N:33]=[CH:34]4)[CH:15]=[CH:14][N:13]=3)=[CH:18][CH:19]=2)[CH2:24][CH2:25]1, predict the reactants needed to synthesize it. The reactants are: Br[CH2:2][C:3]1[CH:4]=[C:5]([S:9][C:10]2[CH:15]=[CH:14][N:13]=[C:12]([NH:16][C:17]3[CH:22]=[CH:21][C:20]([N:23]4[CH2:28][CH2:27][O:26][CH2:25][CH2:24]4)=[CH:19][CH:18]=3)[N:11]=2)[CH:6]=[CH:7][CH:8]=1.[C:29]([CH2:31][C:32]1[N:33]=[CH:34][NH:35][CH:36]=1)#[N:30].C(=O)([O-])[O-].[Cs+].[Cs+]. (2) Given the product [Cl:1][C:2]1[C:3]([C:9]([NH:18][C:15]2[CH:16]=[CH:17][N:13]([CH3:12])[N:14]=2)=[O:11])=[N:4][C:5]([Cl:8])=[CH:6][CH:7]=1, predict the reactants needed to synthesize it. The reactants are: [Cl:1][C:2]1[C:3]([C:9]([OH:11])=O)=[N:4][C:5]([Cl:8])=[CH:6][CH:7]=1.[CH3:12][N:13]1[CH:17]=[CH:16][C:15]([NH2:18])=[N:14]1.Cl.CN(C)CCCN=C=NCC. (3) Given the product [ClH:37].[CH3:1][N:2]1[CH:7]2[CH2:8][CH2:9][CH:3]1[CH:4]=[C:5]([C:20]1[CH:19]=[CH:18][C:27]3[C:22](=[CH:23][CH:24]=[CH:25][CH:26]=3)[CH:21]=1)[CH2:6]2, predict the reactants needed to synthesize it. The reactants are: [CH3:1][N:2]1[CH:7]2[CH2:8][CH2:9][CH:3]1[CH:4]=[C:5](OS(C(F)(F)F)(=O)=O)[CH2:6]2.[CH:18]1[C:27]2[C:22](=[CH:23][CH:24]=[CH:25][CH:26]=2)[CH:21]=[CH:20][C:19]=1B(O)O.C(=O)([O-])[O-].[K+].[K+].[Cl-:37].[Li+]. (4) Given the product [P:1]([O-:24])([O-:23])([O:3][C:4]1[CH:9]=[CH:8][C:7]([C:10]2[O:11][C:12]3[C:18]([CH:19]=[CH2:20])=[CH:17][C:16]([OH:21])=[CH:15][C:13]=3[N:14]=2)=[CH:6][C:5]=1[F:22])=[O:2].[K+:26].[K+:26], predict the reactants needed to synthesize it. The reactants are: [P:1]([OH:24])([OH:23])([O:3][C:4]1[CH:9]=[CH:8][C:7]([C:10]2[O:11][C:12]3[C:18]([CH:19]=[CH2:20])=[CH:17][C:16]([OH:21])=[CH:15][C:13]=3[N:14]=2)=[CH:6][C:5]=1[F:22])=[O:2].[OH-].[K+:26].O. (5) Given the product [CH2:8]([P:10](=[O:31])([O:11][C:12]1[CH:17]=[CH:16][C:15]([N+:18]([O-:20])=[O:19])=[CH:14][CH:13]=1)[O:21][CH2:22][CH2:23][CH2:24][CH3:25])[CH3:9], predict the reactants needed to synthesize it. The reactants are: [H-].[Na+].C(O)CCC.[CH2:8]([P:10](=[O:31])([O:21][C:22]1C=C[C:25]([N+]([O-])=O)=[CH:24][CH:23]=1)[O:11][C:12]1[CH:17]=[CH:16][C:15]([N+:18]([O-:20])=[O:19])=[CH:14][CH:13]=1)[CH3:9].